This data is from Reaction yield outcomes from USPTO patents with 853,638 reactions. The task is: Predict the reaction yield, written as a fraction of the theoretical maximum amount of product (1.0 means a 100% yield; for example, 0.34 means a 34% yield). (1) The reactants are Cl.[CH:2]1([CH2:5][O:6][C:7]2[CH:8]=[C:9]([CH:12]=[CH:13][CH:14]=2)[CH2:10][NH2:11])[CH2:4][CH2:3]1.F[C:16]1[CH:24]=[N:23][CH:22]=[CH:21][C:17]=1[C:18]([OH:20])=[O:19]. No catalyst specified. The product is [CH:2]1([CH2:5][O:6][C:7]2[CH:8]=[C:9]([CH:12]=[CH:13][CH:14]=2)[CH2:10][NH:11][C:21]2[CH:22]=[N:23][CH:24]=[CH:16][C:17]=2[C:18]([OH:20])=[O:19])[CH2:4][CH2:3]1. The yield is 0.0700. (2) The reactants are [Cl:1][C:2]1[CH:7]=[C:6]2[NH:8][C:9](=[O:31])[C:10]3([CH:15]([C:16]4[CH:21]=[CH:20][CH:19]=[C:18]([Cl:22])[CH:17]=4)[CH2:14][C:13](=[O:23])[N:12]([CH2:24][C:25](F)=[O:26])[CH:11]3[C:28]([CH3:30])=[CH2:29])[C:5]2=[CH:4][CH:3]=1.[CH3:32][N:33]1[CH2:38][CH2:37][CH:36]([NH2:39])[CH2:35][CH2:34]1.CN1CCOCC1. The catalyst is CN(C)C1C=CN=CC=1.O1CCCC1. The product is [Cl:1][C:2]1[CH:7]=[C:6]2[NH:8][C:9](=[O:31])[C:10]3([CH:15]([C:16]4[CH:21]=[CH:20][CH:19]=[C:18]([Cl:22])[CH:17]=4)[CH2:14][C:13](=[O:23])[N:12]([CH2:24][C:25]([NH:39][CH:36]4[CH2:37][CH2:38][N:33]([CH3:32])[CH2:34][CH2:35]4)=[O:26])[CH:11]3[C:28]([CH3:30])=[CH2:29])[C:5]2=[CH:4][CH:3]=1. The yield is 0.312. (3) The reactants are [CH2:1]([C:7]1[C:8]2[S:19][CH:18]=[CH:17][C:9]=2[S:10][C:11]=1[C:12]([O:14]CC)=[O:13])[CH2:2][CH2:3][CH2:4][CH2:5][CH3:6].[Li+].[OH-].C1COCC1.Cl. The catalyst is [I-].C([N+](CCCC)(CCCC)CCCC)CCC.CO. The product is [CH2:1]([C:7]1[C:8]2[S:19][CH:18]=[CH:17][C:9]=2[S:10][C:11]=1[C:12]([OH:14])=[O:13])[CH2:2][CH2:3][CH2:4][CH2:5][CH3:6]. The yield is 0.967. (4) The reactants are [Cl:1][C:2]1[CH:3]=[C:4]([B:9]([OH:11])[OH:10])[CH:5]=[C:6]([Cl:8])[CH:7]=1.O[C:13]([C:16](O)([CH3:18])[CH3:17])([CH3:15])[CH3:14]. No catalyst specified. The product is [Cl:8][C:6]1[CH:5]=[C:4]([B:9]2[O:10][C:16]([CH3:18])([CH3:17])[C:13]([CH3:15])([CH3:14])[O:11]2)[CH:3]=[C:2]([Cl:1])[CH:7]=1. The yield is 0.730. (5) The reactants are C[N:2](C)[C:3](=[N:5][C:6](=[S:18])[C:7]([NH:10][C:11](=[O:17])[O:12][C:13]([CH3:16])([CH3:15])[CH3:14])([CH3:9])[CH3:8])[CH3:4].NOS(O)(=O)=O.N1C=CC=CC=1.CO. The catalyst is C(O)C. The product is [CH3:4][C:3]1[N:5]=[C:6]([C:7]([NH:10][C:11](=[O:17])[O:12][C:13]([CH3:16])([CH3:15])[CH3:14])([CH3:9])[CH3:8])[S:18][N:2]=1. The yield is 0.960. (6) The reactants are [CH3:1][C:2]([C:9]([OH:11])=[O:10])([CH2:4][CH2:5][C:6]([OH:8])=[O:7])[NH2:3].Cl[C:13]([O:15][CH2:16][C:17]1[CH:22]=[CH:21][CH:20]=[CH:19][CH:18]=1)=[O:14]. The catalyst is [OH-].[Na+]. The product is [CH2:16]([O:15][C:13]([NH:3][C@:2]([CH3:1])([C:9]([OH:11])=[O:10])[CH2:4][CH2:5][C:6]([OH:8])=[O:7])=[O:14])[C:17]1[CH:22]=[CH:21][CH:20]=[CH:19][CH:18]=1. The yield is 0.830. (7) The reactants are [NH:1]1[C:10]2[C:5](=[CH:6][CH:7]=[CH:8][CH:9]=2)[CH2:4][CH2:3][C:2]1=[O:11].[O:12](C(OC(C)(C)C)=O)[C:13]([O:15][C:16]([CH3:19])([CH3:18])[CH3:17])=O. The catalyst is CN(C1C=CN=CC=1)C.C(#N)C. The product is [O:11]=[C:2]1[CH2:3][CH2:4][C:5]2[C:10](=[CH:9][CH:8]=[CH:7][CH:6]=2)[N:1]1[C:13]([O:15][C:16]([CH3:19])([CH3:18])[CH3:17])=[O:12]. The yield is 0.950. (8) The reactants are Br[C:2]1[S:6][C:5]2[C:7](=[O:17])[CH2:8][CH:9]([C:10]3[CH:15]=[CH:14][C:13]([Cl:16])=[CH:12][CH:11]=3)[C:4]=2[CH:3]=1.[N:18]1[CH:23]=[CH:22][C:21](B(O)O)=[CH:20][CH:19]=1.O1CCOCC1.O.C(=O)([O-])[O-].[Cs+].[Cs+]. The catalyst is C1C=CC(P(C2C=CC=CC=2)[C-]2C=CC=C2)=CC=1.C1C=CC(P(C2C=CC=CC=2)[C-]2C=CC=C2)=CC=1.Cl[Pd]Cl.[Fe+2]. The product is [Cl:16][C:13]1[CH:14]=[CH:15][C:10]([CH:9]2[C:4]3[CH:3]=[C:2]([C:21]4[CH:22]=[CH:23][N:18]=[CH:19][CH:20]=4)[S:6][C:5]=3[C:7](=[O:17])[CH2:8]2)=[CH:11][CH:12]=1. The yield is 0.840. (9) The reactants are [NH2:1][C:2]1[CH:7]=[C:6]([O:8][CH2:9][C:10]2[CH:15]=[CH:14][CH:13]=[CH:12][CH:11]=2)[C:5]([O:16][CH3:17])=[CH:4][C:3]=1[C:18](=[O:20])[CH3:19].C[O-].[Na+].[CH:24](OCC)=O.Cl. The catalyst is COCCOC.O. The product is [CH2:9]([O:8][C:6]1[CH:7]=[C:2]2[C:3]([C:18]([OH:20])=[CH:19][CH:24]=[N:1]2)=[CH:4][C:5]=1[O:16][CH3:17])[C:10]1[CH:15]=[CH:14][CH:13]=[CH:12][CH:11]=1. The yield is 0.720.